From a dataset of Forward reaction prediction with 1.9M reactions from USPTO patents (1976-2016). Predict the product of the given reaction. (1) Given the reactants [CH3:1][O:2][C:3]1[CH:8]=[CH:7][C:6]([C:9]([CH:11]2[CH2:16][CH2:15][NH:14][CH2:13][CH2:12]2)=[O:10])=[CH:5][CH:4]=1.CS(O[C@@H:22]1[CH2:26][CH2:25][NH:24][C:23]1=[O:27])(=O)=O.CCN(C(C)C)C(C)C, predict the reaction product. The product is: [CH3:1][O:2][C:3]1[CH:4]=[CH:5][C:6]([C:9]([CH:11]2[CH2:16][CH2:15][N:14]([C@H:22]3[CH2:26][CH2:25][NH:24][C:23]3=[O:27])[CH2:13][CH2:12]2)=[O:10])=[CH:7][CH:8]=1. (2) Given the reactants Br[C:2]1[CH:3]=[C:4]([C:8]2[CH:9]=[C:10]([C:14]3[C:19]4[S:20][C:21]5[CH:26]=[CH:25][C:24]([C:27]6[CH:32]=[CH:31][CH:30]=[CH:29][CH:28]=6)=[CH:23][C:22]=5[C:18]=4[CH:17]=[C:16]([C:33]4[CH:38]=[CH:37][CH:36]=[CH:35][CH:34]=4)[CH:15]=3)[CH:11]=[CH:12][CH:13]=2)[CH:5]=[CH:6][CH:7]=1.C([Li])CCC.[B:44](OC)([O:47]C)[O:45]C.Cl, predict the reaction product. The product is: [C:33]1([C:16]2[CH:15]=[C:14]([C:10]3[CH:9]=[C:8]([C:4]4[CH:3]=[C:2]([B:44]([OH:47])[OH:45])[CH:7]=[CH:6][CH:5]=4)[CH:13]=[CH:12][CH:11]=3)[C:19]3[S:20][C:21]4[CH:26]=[CH:25][C:24]([C:27]5[CH:32]=[CH:31][CH:30]=[CH:29][CH:28]=5)=[CH:23][C:22]=4[C:18]=3[CH:17]=2)[CH:38]=[CH:37][CH:36]=[CH:35][CH:34]=1.